This data is from Choline transporter screen with 302,306 compounds. The task is: Binary Classification. Given a drug SMILES string, predict its activity (active/inactive) in a high-throughput screening assay against a specified biological target. (1) The drug is S=C(NC(=O)CC(C)C)Nc1c(OC)cccc1. The result is 0 (inactive). (2) The compound is s1c(nnc1NC(=O)c1c(=O)n2c3c(CCC2)cccc3c1O)C(C)C. The result is 0 (inactive). (3) The result is 0 (inactive). The molecule is Clc1c(c(NC(=O)c2snnc2C)ccc1)C. (4) The drug is Clc1c(n(nc1C)C)C(=O)NN. The result is 0 (inactive). (5) The compound is FC(F)(F)c1cc(Nc2nc(ncn2)N)ccc1. The result is 0 (inactive).